From a dataset of Reaction yield outcomes from USPTO patents with 853,638 reactions. Predict the reaction yield, written as a fraction of the theoretical maximum amount of product (1.0 means a 100% yield; for example, 0.34 means a 34% yield). (1) The reactants are Cl[C:2]1[CH:7]=[C:6]([O:8][CH:9]([C:14]2[CH:19]=[CH:18][CH:17]=[CH:16][CH:15]=2)[C:10]([F:13])([F:12])[F:11])[N:5]=[CH:4][N:3]=1.B([C:23]1[CH:34]=[CH:33][C:26]([CH2:27][C@@H:28]([C:30]([OH:32])=[O:31])[NH2:29])=[CH:25][CH:24]=1)(O)O.C(#N)C.C(=O)([O-])[O-].[Na+].[Na+]. The catalyst is O. The product is [NH2:29][CH:28]([CH2:27][C:26]1[CH:33]=[CH:34][C:23]([C:2]2[CH:7]=[C:6]([O:8][CH:9]([C:14]3[CH:19]=[CH:18][CH:17]=[CH:16][CH:15]=3)[C:10]([F:13])([F:12])[F:11])[N:5]=[CH:4][N:3]=2)=[CH:24][CH:25]=1)[C:30]([OH:32])=[O:31]. The yield is 0.110. (2) The product is [O:1]1[C:11]2[C:6](=[CH:7][CH:8]=[CH:9][CH:10]=2)[CH:5]=[C:4]([C:12]([NH:14][C@H:15]([C:25]([OH:27])=[O:26])[CH2:16][C:17]2[CH:18]=[CH:19][C:20]([O:23][CH3:24])=[CH:21][CH:22]=2)=[O:13])[C:2]1=[O:3]. The yield is 0.800. The catalyst is CO. The reactants are [O:1]1[C:11]2[C:6](=[CH:7][CH:8]=[CH:9][CH:10]=2)[CH:5]=[C:4]([C:12]([NH:14][C@H:15]([C:25]([O:27]C)=[O:26])[CH2:16][C:17]2[CH:22]=[CH:21][C:20]([O:23][CH3:24])=[CH:19][CH:18]=2)=[O:13])[C:2]1=[O:3].[OH-].[Na+].